From a dataset of Forward reaction prediction with 1.9M reactions from USPTO patents (1976-2016). Predict the product of the given reaction. (1) Given the reactants N(C(OCC)=O)=NC(OCC)=O.C1(P(C2C=CC=CC=2)C2C=CC=CC=2)C=CC=CC=1.O[C:33]1[C:34]([C:42]2([CH2:56][OH:57])[C:50](=[O:51])[CH:49]=[C:48]3[S:52][CH2:53][CH2:54][CH2:55][N:46]4[C:47]3=[C:43]2[CH:44]=[CH:45]4)=[CH:35][C:36]2[O:40][CH2:39][O:38][C:37]=2[CH:41]=1, predict the reaction product. The product is: [CH2:55]1[N:46]2[C:47]3[C:48](=[CH:49][C:50](=[O:51])[C:42]4([C:34]5=[CH:35][C:36]6[O:40][CH2:39][O:38][C:37]=6[CH:41]=[C:33]5[O:57][CH2:56]4)[C:43]=3[CH:44]=[CH:45]2)[S:52][CH2:53][CH2:54]1. (2) Given the reactants [OH:1][C:2]1[CH:3]=[C:4]2[C:9](=[CH:10][CH:11]=1)[C:8]([C:12]([OH:14])=[O:13])=[CH:7][CH:6]=[CH:5]2.C([O-])([O-])=O.[Cs+].[Cs+].[Cl:21][C:22]1[N:27]=[C:26](Cl)[CH:25]=[CH:24][N:23]=1.CCOC(C)=O, predict the reaction product. The product is: [Cl:21][C:22]1[N:27]=[C:26]([O:1][C:2]2[CH:3]=[C:4]3[C:9](=[CH:10][CH:11]=2)[C:8]([C:12]([OH:14])=[O:13])=[CH:7][CH:6]=[CH:5]3)[CH:25]=[CH:24][N:23]=1. (3) Given the reactants Br[C:2]1[CH:7]=[C:6]([Cl:8])[N:5]=[N:4][C:3]=1[NH2:9].C(#N)C.[NH:13]1[CH2:18][CH2:17][O:16][CH2:15][CH2:14]1, predict the reaction product. The product is: [Cl:8][C:6]1[N:5]=[N:4][C:3]([NH2:9])=[C:2]([N:13]2[CH2:18][CH2:17][O:16][CH2:15][CH2:14]2)[CH:7]=1. (4) Given the reactants [C:1]([C:3]1[CH:8]=[CH:7][CH:6]=[CH:5][C:4]=1[C:9]1[CH:14]=[CH:13][C:12]([CH2:15][C:16]2[C:17](=[O:32])[N:18]([CH2:28][C:29](O)=[O:30])[C:19]3[N:20]([N:25]=[CH:26][N:27]=3)[C:21]=2[CH2:22][CH2:23][CH3:24])=[CH:11][CH:10]=1)#[N:2].[NH4+].O[N:35]1C2C=CC=CC=2N=N1.Cl.C(N=C=NCCCN(C)C)C.CN(C)C=O, predict the reaction product. The product is: [C:1]([C:3]1[CH:8]=[CH:7][CH:6]=[CH:5][C:4]=1[C:9]1[CH:10]=[CH:11][C:12]([CH2:15][C:16]2[C:17](=[O:32])[N:18]([CH2:28][C:29]([NH2:35])=[O:30])[C:19]3[N:20]([N:25]=[CH:26][N:27]=3)[C:21]=2[CH2:22][CH2:23][CH3:24])=[CH:13][CH:14]=1)#[N:2]. (5) Given the reactants [C:1]([NH:4][C:5]1[CH:6]=[C:7]([NH:11][C:12](=[O:19])OCC(Cl)(Cl)Cl)[CH:8]=[CH:9][CH:10]=1)(=[O:3])[CH3:2].[C:20]1([C:26]2[N:27]=[C:28]([N:31]3[CH2:36][CH2:35][NH:34][CH2:33][CH2:32]3)[S:29][CH:30]=2)[CH:25]=[CH:24][CH:23]=[CH:22][CH:21]=1.C(N(C(C)C)CC)(C)C.CS(C)=O, predict the reaction product. The product is: [C:1]([NH:4][C:5]1[CH:6]=[C:7]([NH:11][C:12]([N:34]2[CH2:35][CH2:36][N:31]([C:28]3[S:29][CH:30]=[C:26]([C:20]4[CH:25]=[CH:24][CH:23]=[CH:22][CH:21]=4)[N:27]=3)[CH2:32][CH2:33]2)=[O:19])[CH:8]=[CH:9][CH:10]=1)(=[O:3])[CH3:2]. (6) Given the reactants Br[C:2]1[C:3]([O:18][C:19]2[CH:24]=[CH:23][CH:22]=[CH:21][CH:20]=2)=[C:4]2[C:9](=[CH:10][CH:11]=1)[N:8]([C:12]([CH:14]1[CH2:16][CH2:15]1)=[O:13])[C@@H:7]([CH3:17])[CH2:6][CH2:5]2.C(=O)([O-])[O-].[Cs+].[Cs+].CC1(C)C(C)(C)OB([C:39]2[CH:40]=[N:41][N:42](C(OC(C)(C)C)=O)[CH:43]=2)O1.O1CCOCC1, predict the reaction product. The product is: [CH:14]1([C:12]([N:8]2[C:9]3[C:4](=[C:3]([O:18][C:19]4[CH:20]=[CH:21][CH:22]=[CH:23][CH:24]=4)[C:2]([C:39]4[CH:40]=[N:41][NH:42][CH:43]=4)=[CH:11][CH:10]=3)[CH2:5][CH2:6][C@@H:7]2[CH3:17])=[O:13])[CH2:15][CH2:16]1. (7) Given the reactants [C:1]1(/[CH:7]=[CH:8]/[CH2:9][C@H:10]([C@H:15]([OH:17])[CH3:16])[C:11]([O:13][CH3:14])=[O:12])[CH:6]=[CH:5][CH:4]=[CH:3][CH:2]=1, predict the reaction product. The product is: [C:1]1([CH2:7][CH2:8][CH2:9][C@H:10]([C@H:15]([OH:17])[CH3:16])[C:11]([O:13][CH3:14])=[O:12])[CH:6]=[CH:5][CH:4]=[CH:3][CH:2]=1. (8) Given the reactants [CH3:1][O:2][C:3](=[O:34])[C:4]1[CH:9]=[C:8]([CH:10]2[CH2:15][CH2:14][CH2:13][CH2:12][CH2:11]2)[C:7]([C:16]2[CH:17]=[C:18]3[C:23](=[CH:24][CH:25]=2)[N:22]=[C:21]([C:26]2[S:30][C:29]([CH3:31])=[N:28][C:27]=2[CH3:32])[CH:20]=[CH:19]3)=[C:6](N)[CH:5]=1.[BrH:35].N([O-])=O.[Na+], predict the reaction product. The product is: [CH3:1][O:2][C:3](=[O:34])[C:4]1[CH:9]=[C:8]([CH:10]2[CH2:15][CH2:14][CH2:13][CH2:12][CH2:11]2)[C:7]([C:16]2[CH:17]=[C:18]3[C:23](=[CH:24][CH:25]=2)[N:22]=[C:21]([C:26]2[S:30][C:29]([CH3:31])=[N:28][C:27]=2[CH3:32])[CH:20]=[CH:19]3)=[C:6]([Br:35])[CH:5]=1. (9) Given the reactants Br[C:2]1[CH:3]=[C:4]2[C:8](=[CH:9][CH:10]=1)[NH:7][C:6]([CH3:11])=[CH:5]2.[Cu][C:13]#[N:14], predict the reaction product. The product is: [CH3:11][C:6]1[NH:7][C:8]2[C:4]([CH:5]=1)=[CH:3][C:2]([C:13]#[N:14])=[CH:10][CH:9]=2. (10) The product is: [C:31]1([CH3:58])[CH:36]=[CH:35][C:34]([C:37]([C@:39]([C:55]([OH:57])=[O:56])([OH:54])[C@:40]([C:45]([C:47]2[CH:48]=[CH:49][C:50]([CH3:53])=[CH:51][CH:52]=2)=[O:46])([OH:44])[C:41]([OH:43])=[O:42])=[O:38])=[CH:33][CH:32]=1.[CH3:1][N:2]1[CH2:7][CH2:6][N:5]([C:8]2[CH:13]=[CH:12][CH:11]=[CH:10][C:9]=2[CH2:14][C@H:15]2[CH2:19][CH2:18][N:17]([C:20]3[CH:21]=[CH:22][C:23]([C:26]([F:29])([F:28])[F:27])=[CH:24][CH:25]=3)[C:16]2=[O:30])[CH2:4][CH2:3]1. Given the reactants [CH3:1][N:2]1[CH2:7][CH2:6][N:5]([C:8]2[CH:13]=[CH:12][CH:11]=[CH:10][C:9]=2[CH2:14][CH:15]2[CH2:19][CH2:18][N:17]([C:20]3[CH:25]=[CH:24][C:23]([C:26]([F:29])([F:28])[F:27])=[CH:22][CH:21]=3)[C:16]2=[O:30])[CH2:4][CH2:3]1.[C:31]1([CH3:58])[CH:36]=[CH:35][C:34]([C:37]([C@:39]([C:55]([OH:57])=[O:56])([OH:54])[C@:40]([C:45]([C:47]2[CH:52]=[CH:51][C:50]([CH3:53])=[CH:49][CH:48]=2)=[O:46])([OH:44])[C:41]([OH:43])=[O:42])=[O:38])=[CH:33][CH:32]=1, predict the reaction product.